From a dataset of Full USPTO retrosynthesis dataset with 1.9M reactions from patents (1976-2016). Predict the reactants needed to synthesize the given product. (1) Given the product [CH2:1]([O:3][C:4](=[O:29])[CH:5]([C:13]1[N:14]([CH3:28])[C:15]2[C:20]([C:21]=1[S:22][C:23]([CH3:25])([CH3:24])[CH3:26])=[CH:19][C:18]([O:27][CH2:32][C:33]1[CH:42]=[CH:41][C:40]3[C:35](=[CH:36][CH:37]=[CH:38][CH:39]=3)[N:34]=1)=[CH:17][CH:16]=2)[CH2:6][C:7]1[CH:8]=[CH:9][CH:10]=[CH:11][CH:12]=1)[CH3:2], predict the reactants needed to synthesize it. The reactants are: [CH2:1]([O:3][C:4](=[O:29])[CH:5]([C:13]1[N:14]([CH3:28])[C:15]2[C:20]([C:21]=1[S:22][C:23]([CH3:26])([CH3:25])[CH3:24])=[CH:19][C:18]([OH:27])=[CH:17][CH:16]=2)[CH2:6][C:7]1[CH:12]=[CH:11][CH:10]=[CH:9][CH:8]=1)[CH3:2].Cl.Cl[CH2:32][C:33]1[CH:42]=[CH:41][C:40]2[C:35](=[CH:36][CH:37]=[CH:38][CH:39]=2)[N:34]=1. (2) Given the product [OH2:13].[OH2:16].[NH2:1][C:2]1[CH:3]=[CH:4][C:5]([NH:8][C:9](=[O:15])/[CH:10]=[CH:11]\[C:12]([O-:14])=[O:13])=[CH:6][CH:7]=1.[Na+:18], predict the reactants needed to synthesize it. The reactants are: [NH2:1][C:2]1[CH:7]=[CH:6][C:5]([NH:8][C:9](=[O:15])/[CH:10]=[CH:11]\[C:12]([OH:14])=[O:13])=[CH:4][CH:3]=1.[OH2:16].[OH-].[Na+:18]. (3) Given the product [CH:17]([C:8]1[NH:9][C:10]([C:11]2[CH:16]=[C:15]([CH:14]=[CH:13][CH:12]=2)[C:22]#[N:23])=[C:6]2[C:5](=[O:19])[N:4]([CH3:20])[C:3](=[O:21])[N:2]([CH3:1])[C:7]=12)=[O:18], predict the reactants needed to synthesize it. The reactants are: [CH3:1][N:2]1[C:7]2=[C:8]([CH:17]=[O:18])[NH:9][C:10]([C:11]3[CH:16]=[CH:15][CH:14]=[CH:13][CH:12]=3)=[C:6]2[C:5](=[O:19])[N:4]([CH3:20])[C:3]1=[O:21].[CH3:22][N:23]1C2=CNC(C3C=C(C=CC=3)C#N)=C2C(=O)N(C)C1=O.